Predict which catalyst facilitates the given reaction. From a dataset of Catalyst prediction with 721,799 reactions and 888 catalyst types from USPTO. (1) Reactant: [Cl:1][C:2]1[C:10]2[C:5](=[CH:6][CH:7]=[CH:8][C:9]=2[N+:11]([O-])=O)[N:4]([C:14]([O:16][C:17]([CH3:20])([CH3:19])[CH3:18])=[O:15])[N:3]=1. Product: [NH2:11][C:9]1[CH:8]=[CH:7][CH:6]=[C:5]2[C:10]=1[C:2]([Cl:1])=[N:3][N:4]2[C:14]([O:16][C:17]([CH3:19])([CH3:18])[CH3:20])=[O:15]. The catalyst class is: 284. (2) Reactant: [OH:1][CH2:2][CH2:3][N:4]1[C:8]2[CH:9]=[CH:10][CH:11]=[CH:12][C:7]=2[N:6]=[C:5]1[N:13]1[CH2:19][CH2:18][CH2:17][NH:16][CH2:15][CH2:14]1.O.[C:21](O[C:21]([O:23][C:24]([CH3:27])([CH3:26])[CH3:25])=[O:22])([O:23][C:24]([CH3:27])([CH3:26])[CH3:25])=[O:22].C(OCC)(=O)C. Product: [C:24]([O:23][C:21]([N:16]1[CH2:17][CH2:18][CH2:19][N:13]([C:5]2[N:4]([CH2:3][CH2:2][OH:1])[C:8]3[CH:9]=[CH:10][CH:11]=[CH:12][C:7]=3[N:6]=2)[CH2:14][CH2:15]1)=[O:22])([CH3:27])([CH3:26])[CH3:25]. The catalyst class is: 7.